This data is from Forward reaction prediction with 1.9M reactions from USPTO patents (1976-2016). The task is: Predict the product of the given reaction. (1) Given the reactants [CH3:1][C:2]([N:11]1[C:15]2[CH:16]=[CH:17][C:18](B3OC(C)(C)C(C)(C)O3)=[CH:19][C:14]=2[NH:13][C:12]1=[O:29])([CH3:10])[CH2:3][N:4]1[CH2:9][CH2:8][O:7][CH2:6][CH2:5]1.Br[CH:31]=[C:32]1[C:38]2[CH:39]=[CH:40][CH:41]=[CH:42][C:37]=2[CH2:36][O:35][C:34]2[CH:43]=[C:44]([F:47])[CH:45]=[CH:46][C:33]1=2.C([O-])([O-])=O.[Na+].[Na+].O.CCOC(C)=O, predict the reaction product. The product is: [CH3:1][C:2]([N:11]1[C:15]2[CH:16]=[CH:17][C:18]([CH:31]=[C:32]3[C:38]4[CH:39]=[CH:40][CH:41]=[CH:42][C:37]=4[CH2:36][O:35][C:34]4[CH:43]=[C:44]([F:47])[CH:45]=[CH:46][C:33]3=4)=[CH:19][C:14]=2[NH:13][C:12]1=[O:29])([CH3:10])[CH2:3][N:4]1[CH2:5][CH2:6][O:7][CH2:8][CH2:9]1. (2) Given the reactants Cl.[CH3:2][NH:3][O:4][CH3:5].N1C=CC=CC=1.[F:12][C:13]1[CH:21]=[CH:20][C:16]([C:17](Cl)=[O:18])=[CH:15][CH:14]=1, predict the reaction product. The product is: [F:12][C:13]1[CH:21]=[CH:20][C:16]([C:17]([N:3]([O:4][CH3:5])[CH3:2])=[O:18])=[CH:15][CH:14]=1. (3) Given the reactants CC1C=CC(S(O[CH2:12][C@@H:13]2[O:18][C:17]3[CH:19]=[C:20]([S:23]([CH3:26])(=[O:25])=[O:24])[CH:21]=[CH:22][C:16]=3[O:15][CH2:14]2)(=O)=O)=CC=1.[CH3:27][NH2:28].Cl, predict the reaction product. The product is: [CH3:27][NH:28][CH2:12][C@@H:13]1[O:18][C:17]2[CH:19]=[C:20]([S:23]([CH3:26])(=[O:25])=[O:24])[CH:21]=[CH:22][C:16]=2[O:15][CH2:14]1.